From a dataset of Catalyst prediction with 721,799 reactions and 888 catalyst types from USPTO. Predict which catalyst facilitates the given reaction. (1) Reactant: [CH3:1][C:2]1[CH:8]=[CH:7][C:5]([NH2:6])=[CH:4][C:3]=1[N:9]1[C:16]2[N:12]([N:13]=[C:14]([C:17]3[CH:18]=[N:19][CH:20]=[CH:21][CH:22]=3)[CH:15]=2)[CH:11]=[CH:10]1.[CH:23]([C:25]1[CH:26]=[C:27]([CH:31]=[C:32]([S:34]([F:39])([F:38])([F:37])([F:36])[F:35])[CH:33]=1)[C:28](O)=[O:29])=[O:24].CN(C(ON1N=NC2C=CC=NC1=2)=[N+](C)C)C.F[P-](F)(F)(F)(F)F.C(N(CC)C(C)C)(C)C.C(=O)(O)[O-].[Na+]. Product: [CH:28]([C:27]1[CH:26]=[C:25]([CH:33]=[C:32]([S:34]([F:38])([F:39])([F:35])([F:36])[F:37])[CH:31]=1)[C:23]([NH:6][C:5]1[CH:7]=[CH:8][C:2]([CH3:1])=[C:3]([N:9]2[C:16]3[N:12]([N:13]=[C:14]([C:17]4[CH:18]=[N:19][CH:20]=[CH:21][CH:22]=4)[CH:15]=3)[CH:11]=[CH:10]2)[CH:4]=1)=[O:24])=[O:29]. The catalyst class is: 3. (2) Reactant: C([N:8]1[CH:13]2[CH2:14][CH2:15][CH:9]1[CH2:10][N:11]([C:16]1[CH:21]=[CH:20][C:19]([F:22])=[CH:18][CH:17]=1)[CH2:12]2)C1C=CC=CC=1. Product: [F:22][C:19]1[CH:20]=[CH:21][C:16]([N:11]2[CH2:10][C@H:9]3[NH:8][C@H:13]([CH2:14][CH2:15]3)[CH2:12]2)=[CH:17][CH:18]=1. The catalyst class is: 19.